This data is from Forward reaction prediction with 1.9M reactions from USPTO patents (1976-2016). The task is: Predict the product of the given reaction. (1) Given the reactants Cl[CH2:2][C:3]([NH:5][C:6]1[CH:15]=[CH:14][CH:13]=[CH:12][C:7]=1[C:8]([NH:10][CH3:11])=[O:9])=[O:4].[OH:16][C:17]1[CH:22]=[CH:21][C:20]([C:23](=[O:25])[CH3:24])=[CH:19][CH:18]=1.C(=O)([O-])[O-].[K+].[K+], predict the reaction product. The product is: [C:23]([C:20]1[CH:21]=[CH:22][C:17]([O:16][CH2:2][C:3]([NH:5][C:6]2[CH:15]=[CH:14][CH:13]=[CH:12][C:7]=2[C:8]([NH:10][CH3:11])=[O:9])=[O:4])=[CH:18][CH:19]=1)(=[O:25])[CH3:24]. (2) Given the reactants [Cl:1][C:2]1[CH:7]=[CH:6][C:5]([C:8]2[N:12]=[C:11]([CH2:13][CH2:14][NH2:15])[NH:10][N:9]=2)=[CH:4][CH:3]=1.[F:16][C:17]([F:33])([F:32])[C:18]1[O:22][N:21]=[C:20]([C:23]2[CH:24]=[C:25]([CH:29]=[CH:30][CH:31]=2)[C:26](O)=[O:27])[N:19]=1, predict the reaction product. The product is: [Cl:1][C:2]1[CH:3]=[CH:4][C:5]([C:8]2[N:12]=[C:11]([CH2:13][CH2:14][NH:15][C:26](=[O:27])[C:25]3[CH:29]=[CH:30][CH:31]=[C:23]([C:20]4[N:19]=[C:18]([C:17]([F:33])([F:32])[F:16])[O:22][N:21]=4)[CH:24]=3)[NH:10][N:9]=2)=[CH:6][CH:7]=1. (3) The product is: [NH2:1][CH2:4][CH2:5][O:6][C:7]1[N:16]=[C:15]([NH:17][CH:18]2[CH2:23][CH2:22][N:21]([S:24]([C:27]3[CH:28]=[CH:29][C:30]([C:31]([OH:33])=[O:32])=[CH:34][CH:35]=3)(=[O:25])=[O:26])[CH2:20][CH2:19]2)[C:14]2[C:9](=[CH:10][CH:11]=[C:12]([CH:36]([C:44]3[CH:45]=[CH:46][C:47]([Cl:50])=[CH:48][CH:49]=3)[C:37]3[CH:42]=[CH:41][C:40]([Cl:43])=[CH:39][CH:38]=3)[CH:13]=2)[N:8]=1. Given the reactants [N:1]([CH2:4][CH2:5][O:6][C:7]1[N:16]=[C:15]([NH:17][CH:18]2[CH2:23][CH2:22][N:21]([S:24]([C:27]3[CH:35]=[CH:34][C:30]([C:31]([OH:33])=[O:32])=[CH:29][CH:28]=3)(=[O:26])=[O:25])[CH2:20][CH2:19]2)[C:14]2[C:9](=[CH:10][CH:11]=[C:12]([CH:36]([C:44]3[CH:49]=[CH:48][C:47]([Cl:50])=[CH:46][CH:45]=3)[C:37]3[CH:42]=[CH:41][C:40]([Cl:43])=[CH:39][CH:38]=3)[CH:13]=2)[N:8]=1)=[N+]=[N-].C1C=CC(P(C2C=CC=CC=2)C2C=CC=CC=2)=CC=1.[OH-].[Na+], predict the reaction product. (4) Given the reactants [F:1][C:2]1[CH:3]=[C:4]([C:8]2[C:16]3[C:11](=[CH:12][CH:13]=[C:14]([N+:17]([O-])=O)[CH:15]=3)[N:10]([C:20]([O:22][C:23]([CH3:26])([CH3:25])[CH3:24])=[O:21])[N:9]=2)[CH:5]=[CH:6][CH:7]=1.[H][H], predict the reaction product. The product is: [C:23]([O:22][C:20]([N:10]1[C:11]2[C:16](=[CH:15][C:14]([NH2:17])=[CH:13][CH:12]=2)[C:8]([C:4]2[CH:5]=[CH:6][CH:7]=[C:2]([F:1])[CH:3]=2)=[N:9]1)=[O:21])([CH3:26])([CH3:24])[CH3:25]. (5) Given the reactants Cl[C:2]1[N:7]=[C:6]([N:8]2[CH2:13][CH2:12][N:11]([C:14]([O:16][C:17]([CH3:20])([CH3:19])[CH3:18])=[O:15])[CH2:10][CH2:9]2)[CH:5]=[CH:4][N:3]=1.[N+:21]([C:24]1[CH:25]=[C:26]2[C:30](=[CH:31][CH:32]=1)[NH:29][CH2:28][CH2:27]2)([O-:23])=[O:22].O, predict the reaction product. The product is: [N+:21]([C:24]1[CH:25]=[C:26]2[C:30](=[CH:31][CH:32]=1)[N:29]([C:2]1[N:7]=[C:6]([N:8]3[CH2:13][CH2:12][N:11]([C:14]([O:16][C:17]([CH3:20])([CH3:19])[CH3:18])=[O:15])[CH2:10][CH2:9]3)[CH:5]=[CH:4][N:3]=1)[CH2:28][CH2:27]2)([O-:23])=[O:22]. (6) Given the reactants [CH2:1]([C@@H:8]1[CH2:12][O:11][C:10](=[O:13])[N:9]1[C:14](=[O:24])[CH2:15][C:16]1[CH:21]=[CH:20][C:19]([Br:22])=[CH:18][C:17]=1[F:23])[C:2]1[CH:7]=[CH:6][CH:5]=[CH:4][CH:3]=1.[CH3:25]I, predict the reaction product. The product is: [CH2:1]([C@@H:8]1[CH2:12][O:11][C:10](=[O:13])[N:9]1[C:14](=[O:24])[C@@H:15]([C:16]1[CH:21]=[CH:20][C:19]([Br:22])=[CH:18][C:17]=1[F:23])[CH3:25])[C:2]1[CH:3]=[CH:4][CH:5]=[CH:6][CH:7]=1.